From a dataset of NCI-60 drug combinations with 297,098 pairs across 59 cell lines. Regression. Given two drug SMILES strings and cell line genomic features, predict the synergy score measuring deviation from expected non-interaction effect. (1) Drug 1: CC1=C(C(CCC1)(C)C)C=CC(=CC=CC(=CC(=O)O)C)C. Drug 2: CN(CCCl)CCCl.Cl. Cell line: NCI-H226. Synergy scores: CSS=8.42, Synergy_ZIP=-3.33, Synergy_Bliss=1.03, Synergy_Loewe=1.66, Synergy_HSA=2.50. (2) Drug 1: C1CN1C2=NC(=NC(=N2)N3CC3)N4CC4. Drug 2: CN(C)C1=NC(=NC(=N1)N(C)C)N(C)C. Cell line: PC-3. Synergy scores: CSS=19.5, Synergy_ZIP=-0.357, Synergy_Bliss=4.42, Synergy_Loewe=2.48, Synergy_HSA=2.53. (3) Drug 1: CC(C1=C(C=CC(=C1Cl)F)Cl)OC2=C(N=CC(=C2)C3=CN(N=C3)C4CCNCC4)N. Drug 2: C1CC(C1)(C(=O)O)C(=O)O.[NH2-].[NH2-].[Pt+2]. Cell line: RXF 393. Synergy scores: CSS=46.9, Synergy_ZIP=0.101, Synergy_Bliss=2.61, Synergy_Loewe=3.68, Synergy_HSA=3.73. (4) Drug 1: CC1C(C(=O)NC(C(=O)N2CCCC2C(=O)N(CC(=O)N(C(C(=O)O1)C(C)C)C)C)C(C)C)NC(=O)C3=C4C(=C(C=C3)C)OC5=C(C(=O)C(=C(C5=N4)C(=O)NC6C(OC(=O)C(N(C(=O)CN(C(=O)C7CCCN7C(=O)C(NC6=O)C(C)C)C)C)C(C)C)C)N)C. Drug 2: C1=CN(C(=O)N=C1N)C2C(C(C(O2)CO)O)O.Cl. Cell line: HCT-15. Synergy scores: CSS=26.5, Synergy_ZIP=-0.0150, Synergy_Bliss=-1.12, Synergy_Loewe=-7.99, Synergy_HSA=-2.98. (5) Drug 1: C1C(C(OC1N2C=NC3=C(N=C(N=C32)Cl)N)CO)O. Drug 2: CCC1(C2=C(COC1=O)C(=O)N3CC4=CC5=C(C=CC(=C5CN(C)C)O)N=C4C3=C2)O.Cl. Cell line: 786-0. Synergy scores: CSS=11.0, Synergy_ZIP=-3.25, Synergy_Bliss=-4.52, Synergy_Loewe=-25.9, Synergy_HSA=-8.61. (6) Cell line: SK-MEL-28. Drug 1: C1=NC2=C(N1)C(=S)N=C(N2)N. Synergy scores: CSS=1.38, Synergy_ZIP=-3.73, Synergy_Bliss=-1.12, Synergy_Loewe=-3.08, Synergy_HSA=-2.41. Drug 2: C1=CN(C=N1)CC(O)(P(=O)(O)O)P(=O)(O)O. (7) Drug 1: COC1=C(C=C2C(=C1)N=CN=C2NC3=CC(=C(C=C3)F)Cl)OCCCN4CCOCC4. Drug 2: C1=CN(C=N1)CC(O)(P(=O)(O)O)P(=O)(O)O. Cell line: UACC-257. Synergy scores: CSS=6.05, Synergy_ZIP=-3.41, Synergy_Bliss=-5.11, Synergy_Loewe=-9.41, Synergy_HSA=-4.51. (8) Drug 1: CC=C1C(=O)NC(C(=O)OC2CC(=O)NC(C(=O)NC(CSSCCC=C2)C(=O)N1)C(C)C)C(C)C. Drug 2: COC1=C2C(=CC3=C1OC=C3)C=CC(=O)O2. Cell line: NCIH23. Synergy scores: CSS=57.9, Synergy_ZIP=-4.91, Synergy_Bliss=-7.27, Synergy_Loewe=-64.7, Synergy_HSA=-5.47.